From a dataset of Blood-brain barrier permeability classification from the B3DB database. Regression/Classification. Given a drug SMILES string, predict its absorption, distribution, metabolism, or excretion properties. Task type varies by dataset: regression for continuous measurements (e.g., permeability, clearance, half-life) or binary classification for categorical outcomes (e.g., BBB penetration, CYP inhibition). Dataset: b3db_classification. (1) The result is 1 (penetrates BBB). The molecule is CC(C)CCC(=O)C[C@H]1c2ccccc2C(=O)N1c1ccc2ccc(Cl)nc2n1. (2) The result is 1 (penetrates BBB). The drug is CCC[C@H](C)C1(CC)C(=O)NC(O)NC1=O.